From a dataset of Forward reaction prediction with 1.9M reactions from USPTO patents (1976-2016). Predict the product of the given reaction. (1) Given the reactants Br[C:2]1[C:7]([O:8][C:9]2[CH:16]=[CH:15][C:12]([C:13]#[N:14])=[CH:11][CH:10]=2)=[C:6]([CH:17]2[CH2:21][CH2:20][CH2:19][CH2:18]2)[C:5]([O:22][CH3:23])=[CH:4][CH:3]=1.C(=O)([O-])[O-].[Na+].[Na+].O.C(OCC)C, predict the reaction product. The product is: [CH:17]1([C:6]2[C:7]3[O:8][C:9]4[CH:16]=[CH:15][C:12]([C:13]#[N:14])=[CH:11][C:10]=4[C:2]=3[CH:3]=[CH:4][C:5]=2[O:22][CH3:23])[CH2:21][CH2:20][CH2:19][CH2:18]1. (2) Given the reactants [NH2:1][C:2]1[NH:6][C:5]([C:7]([O:9][CH2:10][CH3:11])=[O:8])=[N:4][C:3]=1[CH2:12][C:13]1[CH:18]=[CH:17][CH:16]=[CH:15][C:14]=1[F:19].CO[CH:22](OC)[CH2:23][CH:24](OC)OC, predict the reaction product. The product is: [F:19][C:14]1[CH:15]=[CH:16][CH:17]=[CH:18][C:13]=1[CH2:12][C:3]1[N:4]=[C:5]([C:7]([O:9][CH2:10][CH3:11])=[O:8])[N:6]2[CH:24]=[CH:23][CH:22]=[N:1][C:2]=12.